Dataset: Peptide-MHC class I binding affinity with 185,985 pairs from IEDB/IMGT. Task: Regression. Given a peptide amino acid sequence and an MHC pseudo amino acid sequence, predict their binding affinity value. This is MHC class I binding data. The peptide sequence is KPIPHRTVL. The MHC is HLA-B15:42 with pseudo-sequence HLA-B15:42. The binding affinity (normalized) is 0.213.